From a dataset of Forward reaction prediction with 1.9M reactions from USPTO patents (1976-2016). Predict the product of the given reaction. (1) Given the reactants [CH:1]1([S:4]([C:7]2[C:15]3[C:10](=[CH:11][CH:12]=[CH:13][CH:14]=3)[NH:9][CH:8]=2)(=[O:6])=[O:5])[CH2:3][CH2:2]1.C(S(C1C2C(=CC=CC=2)NC=1)(=O)=O)C.[Cl:30][C:31]1[CH:48]=[CH:47][C:34]2[N:35]([CH2:40][CH2:41][CH2:42][S:43]([CH3:46])(=[O:45])=[O:44])[C:36]([CH2:38]Cl)=[N:37][C:33]=2[CH:32]=1, predict the reaction product. The product is: [Cl:30][C:31]1[CH:48]=[CH:47][C:34]2[N:35]([CH2:40][CH2:41][CH2:42][S:43]([CH3:46])(=[O:44])=[O:45])[C:36]([CH2:38][N:9]3[C:10]4[C:15](=[CH:14][CH:13]=[CH:12][CH:11]=4)[C:7]([S:4]([CH:1]4[CH2:3][CH2:2]4)(=[O:6])=[O:5])=[CH:8]3)=[N:37][C:33]=2[CH:32]=1. (2) Given the reactants [Cl:1][C:2]1[CH:20]=[C:19]([Cl:21])[CH:18]=[CH:17][C:3]=1[CH:4]([O:12][CH:13]1[CH2:16][NH:15][CH2:14]1)[C:5]1[CH:10]=[CH:9][C:8]([Cl:11])=[CH:7][CH:6]=1.[C:22]1([S:28](Cl)(=[O:30])=[O:29])[CH:27]=[CH:26][CH:25]=[CH:24][CH:23]=1.C(=O)([O-])[O-], predict the reaction product. The product is: [C:22]1([S:28]([N:15]2[CH2:14][CH:13]([O:12][CH:4]([C:5]3[CH:10]=[CH:9][C:8]([Cl:11])=[CH:7][CH:6]=3)[C:3]3[CH:17]=[CH:18][C:19]([Cl:21])=[CH:20][C:2]=3[Cl:1])[CH2:16]2)(=[O:30])=[O:29])[CH:27]=[CH:26][CH:25]=[CH:24][CH:23]=1.